Dataset: Peptide-MHC class II binding affinity with 134,281 pairs from IEDB. Task: Regression. Given a peptide amino acid sequence and an MHC pseudo amino acid sequence, predict their binding affinity value. This is MHC class II binding data. (1) The peptide sequence is GELYIVDKIDAAFKI. The MHC is DRB1_1302 with pseudo-sequence DRB1_1302. The binding affinity (normalized) is 0.623. (2) The peptide sequence is IFSGNMNIKLKMPMY. The MHC is HLA-DPA10201-DPB11401 with pseudo-sequence HLA-DPA10201-DPB11401. The binding affinity (normalized) is 0.255. (3) The peptide sequence is STHMWFSRAVAQSIL. The MHC is DRB3_0101 with pseudo-sequence DRB3_0101. The binding affinity (normalized) is 0.596. (4) The peptide sequence is GNGVVALRNAQLVTF. The MHC is DRB1_1101 with pseudo-sequence DRB1_1101. The binding affinity (normalized) is 0.455.